This data is from Forward reaction prediction with 1.9M reactions from USPTO patents (1976-2016). The task is: Predict the product of the given reaction. Given the reactants [F:1][C:2]1[CH:10]=[C:9]2[C:5]([C:6]([C:11]3[C:12](=[O:31])[NH:13][C:14](=[O:30])[C:15]=3[C:16]3[C:26]4=[C:27]5[C:22](=[CH:23][CH:24]=[CH:25]4)[CH2:21][CH:20]([CH2:28]O)[CH2:19][N:18]5[CH:17]=3)=[CH:7][NH:8]2)=[CH:4][CH:3]=1.C(Br)(Br)(Br)[Br:33].C1(P(C2C=CC=CC=2)C2C=CC=CC=2)C=CC=CC=1, predict the reaction product. The product is: [Br:33][CH2:28][CH:20]1[CH2:21][C:22]2[C:27]3=[C:26]([C:16]([C:15]4[C:14](=[O:30])[NH:13][C:12](=[O:31])[C:11]=4[C:6]4[C:5]5[C:9](=[CH:10][C:2]([F:1])=[CH:3][CH:4]=5)[NH:8][CH:7]=4)=[CH:17][N:18]3[CH2:19]1)[CH:25]=[CH:24][CH:23]=2.